This data is from Catalyst prediction with 721,799 reactions and 888 catalyst types from USPTO. The task is: Predict which catalyst facilitates the given reaction. Reactant: [Br:1][C:2]1[CH:3]=[C:4]([CH2:9][CH2:10][CH2:11][C:12]([OH:14])=O)[CH:5]=[CH:6][C:7]=1[F:8]. Product: [Br:1][C:2]1[CH:3]=[C:4]2[C:5](=[CH:6][C:7]=1[F:8])[C:12](=[O:14])[CH2:11][CH2:10][CH2:9]2. The catalyst class is: 82.